Dataset: Reaction yield outcomes from USPTO patents with 853,638 reactions. Task: Predict the reaction yield, written as a fraction of the theoretical maximum amount of product (1.0 means a 100% yield; for example, 0.34 means a 34% yield). (1) The reactants are [H-].[Na+].[CH3:3][O:4][C:5](=[O:25])[C@H:6]([CH2:15][C:16]1[CH:21]=[C:20]([CH3:22])[C:19]([OH:23])=[C:18]([CH3:24])[CH:17]=1)[NH:7][C:8]([O:10][C:11]([CH3:14])([CH3:13])[CH3:12])=[O:9].Cl[CH2:27][C:28]1[C:36]2[O:35][C:34]([C:37]3[CH:42]=[CH:41][CH:40]=[CH:39][CH:38]=3)=[N:33][C:32]=2[CH:31]=[CH:30][CH:29]=1.C(OCC)(=O)C. The catalyst is CS(C)=O. The product is [CH3:3][O:4][C:5](=[O:25])[C@H:6]([CH2:15][C:16]1[CH:17]=[C:18]([CH3:24])[C:19]([O:23][CH2:27][C:28]2[C:36]3[O:35][C:34]([C:37]4[CH:42]=[CH:41][CH:40]=[CH:39][CH:38]=4)=[N:33][C:32]=3[CH:31]=[CH:30][CH:29]=2)=[C:20]([CH3:22])[CH:21]=1)[NH:7][C:8]([O:10][C:11]([CH3:14])([CH3:13])[CH3:12])=[O:9]. The yield is 0.700. (2) The reactants are [F:1][C:2]1[CH:7]=[CH:6][C:5]([CH2:8][C:9]2[CH:18]=[C:17]3[C:12]([C:13]([OH:36])=[C:14]([C:27]([NH:29][CH:30]4[CH2:35][CH2:34]S[CH2:32][CH2:31]4)=[O:28])[C:15](=[O:26])[N:16]3[CH2:19][C:20]3[CH:21]=[N:22][CH:23]=[CH:24][CH:25]=3)=[N:11][CH:10]=2)=[CH:4][CH:3]=1.O[O:38][S:39]([O-:41])=O.[K+]. The catalyst is CO.O. The product is [O:38]=[S:39]1(=[O:41])[CH2:34][CH2:35][CH:30]([NH:29][C:27]([C:14]2[C:15](=[O:26])[N:16]([CH2:19][C:20]3[CH:21]=[N:22][CH:23]=[CH:24][CH:25]=3)[C:17]3[C:12]([C:13]=2[OH:36])=[N:11][CH:10]=[C:9]([CH2:8][C:5]2[CH:6]=[CH:7][C:2]([F:1])=[CH:3][CH:4]=2)[CH:18]=3)=[O:28])[CH2:31][CH2:32]1. The yield is 0.380.